Dataset: Forward reaction prediction with 1.9M reactions from USPTO patents (1976-2016). Task: Predict the product of the given reaction. (1) Given the reactants [OH:1][C:2]1[N:7]=[C:6]([C:8]([F:11])([F:10])[F:9])[CH:5]=[CH:4][N:3]=1.C([O-])([O-])=O.[K+].[K+].Br[CH2:19][CH2:20][CH2:21][CH2:22][Cl:23].O, predict the reaction product. The product is: [Cl:23][CH2:22][CH2:21][CH2:20][CH2:19][N:3]1[CH:4]=[CH:5][C:6]([C:8]([F:11])([F:9])[F:10])=[N:7][C:2]1=[O:1]. (2) Given the reactants [NH:1]1[C:5]2[CH:6]=[CH:7][CH:8]=[CH:9][C:4]=2[N:3]=[C:2]1[CH2:10][N:11]([CH2:22][CH2:23][CH:24]([CH3:26])[CH3:25])[CH:12]1[C:21]2[N:20]=[CH:19][CH:18]=[CH:17][C:16]=2[CH2:15][CH2:14][CH2:13]1.Br[CH2:28][CH2:29][CH2:30][C:31]#[N:32].CN(CC1N(CC2C=NC=CC=2)C2C=CC=CC=2N=1)C1C2N=CC=CC=2CCC1, predict the reaction product. The product is: [CH3:25][CH:24]([CH3:26])[CH2:23][CH2:22][N:11]([CH2:10][C:2]1[N:3]([CH2:28][CH2:29][CH2:30][C:31]#[N:32])[C:4]2[CH:9]=[CH:8][CH:7]=[CH:6][C:5]=2[N:1]=1)[CH:12]1[C:21]2[N:20]=[CH:19][CH:18]=[CH:17][C:16]=2[CH2:15][CH2:14][CH2:13]1. (3) Given the reactants C[O:2][C:3](=[O:40])[CH2:4][C@H:5]1[C:9]2[CH:10]=[CH:11][C:12]([O:14][C@H:15]3[C:23]4[C:18](=[C:19]([O:25][C:26]5[CH:31]=[CH:30][C:29]([C:32]6[N:36]([CH3:37])[N:35]=[CH:34][CH:33]=6)=[CH:28][C:27]=5[C:38]#[N:39])[CH:20]=[CH:21][C:22]=4[F:24])[CH2:17][CH2:16]3)=[CH:13][C:8]=2[O:7][CH2:6]1.[OH-].[K+], predict the reaction product. The product is: [C:38]([C:27]1[CH:28]=[C:29]([C:32]2[N:36]([CH3:37])[N:35]=[CH:34][CH:33]=2)[CH:30]=[CH:31][C:26]=1[O:25][C:19]1[CH:20]=[CH:21][C:22]([F:24])=[C:23]2[C:18]=1[CH2:17][CH2:16][C@H:15]2[O:14][C:12]1[CH:11]=[CH:10][C:9]2[C@H:5]([CH2:4][C:3]([OH:40])=[O:2])[CH2:6][O:7][C:8]=2[CH:13]=1)#[N:39]. (4) Given the reactants [F:1][C:2]1[CH:7]=[C:6]([CH3:8])[C:5]([S:9][CH2:10][C:11]([F:14])([F:13])[F:12])=[CH:4][C:3]=1[N:15]1[CH:20]=[CH:19][C:18](=[O:21])[NH:17][C:16]1=[O:22].OO.S(=O)(O)[O-:26].[Na+].ClCCl, predict the reaction product. The product is: [F:1][C:2]1[CH:7]=[C:6]([CH3:8])[C:5]([S:9]([CH2:10][C:11]([F:14])([F:12])[F:13])=[O:26])=[CH:4][C:3]=1[N:15]1[CH:20]=[CH:19][C:18](=[O:21])[NH:17][C:16]1=[O:22]. (5) The product is: [CH2:1]([N:3]1[CH2:4][CH2:5][N:6]([C:9]([C@:11]23[CH2:37][CH2:36][C@@H:35]([C:38]4([CH3:41])[CH2:39][CH2:40]4)[C@@H:12]2[C@@H:13]2[C@@:26]([CH3:29])([CH2:27][CH2:28]3)[C@@:25]3([CH3:30])[C@@H:16]([C@:17]4([CH3:34])[C@@H:22]([CH2:23][CH2:24]3)[C:21]([CH3:31])([CH3:32])[C@@H:20]([O:33][C:48](=[O:50])[CH2:49][C:43]([CH3:51])([CH3:42])[CH2:44][C:45]([OH:47])=[O:46])[CH2:19][CH2:18]4)[CH2:15][CH2:14]2)=[O:10])[CH2:7][CH2:8]1)[CH3:2]. Given the reactants [CH2:1]([N:3]1[CH2:8][CH2:7][N:6]([C:9]([C@:11]23[CH2:37][CH2:36][C@@H:35]([C:38]4([CH3:41])[CH2:40][CH2:39]4)[C@@H:12]2[C@@H:13]2[C@@:26]([CH3:29])([CH2:27][CH2:28]3)[C@@:25]3([CH3:30])[C@@H:16]([C@:17]4([CH3:34])[C@@H:22]([CH2:23][CH2:24]3)[C:21]([CH3:32])([CH3:31])[C@@H:20]([OH:33])[CH2:19][CH2:18]4)[CH2:15][CH2:14]2)=[O:10])[CH2:5][CH2:4]1)[CH3:2].[CH3:42][C:43]1([CH3:51])[CH2:49][C:48](=[O:50])[O:47][C:45](=[O:46])[CH2:44]1, predict the reaction product. (6) Given the reactants [C:1]([O:5][C:6]([N:8]1[CH2:13][CH2:12][N:11]([CH2:14][C:15]2[CH:23]=[CH:22][CH:21]=[C:20]([Cl:24])[C:16]=2[C:17]([OH:19])=O)[CH2:10][CH2:9]1)=[O:7])([CH3:4])([CH3:3])[CH3:2].[NH:25]1[CH2:29][CH2:28][CH2:27][CH2:26]1.Cl.CN(C)CCCN=C=NCC.N1(O)C2C=CC=CC=2N=N1, predict the reaction product. The product is: [Cl:24][C:20]1[C:16]([C:17]([N:25]2[CH2:29][CH2:28][CH2:27][CH2:26]2)=[O:19])=[C:15]([CH2:14][N:11]2[CH2:10][CH2:9][N:8]([C:6]([O:5][C:1]([CH3:4])([CH3:3])[CH3:2])=[O:7])[CH2:13][CH2:12]2)[CH:23]=[CH:22][CH:21]=1. (7) Given the reactants [CH2:1]([O:8][C:9](=[O:29])[CH2:10][CH:11](OS(C)(=O)=O)[CH2:12][NH:13][C:14]([O:16][CH2:17][C:18]1[CH:23]=[CH:22][CH:21]=[CH:20][CH:19]=1)=[O:15])[C:2]1[CH:7]=[CH:6][CH:5]=[CH:4][CH:3]=1.[C:30]([O-:33])(=[S:32])[CH3:31].[K+].CCN(C(C)C)C(C)C.O, predict the reaction product. The product is: [CH2:1]([O:8][C:9](=[O:29])[CH2:10][CH:11]([S:32][C:30](=[O:33])[CH3:31])[CH2:12][NH:13][C:14]([O:16][CH2:17][C:18]1[CH:19]=[CH:20][CH:21]=[CH:22][CH:23]=1)=[O:15])[C:2]1[CH:3]=[CH:4][CH:5]=[CH:6][CH:7]=1.